Dataset: Full USPTO retrosynthesis dataset with 1.9M reactions from patents (1976-2016). Task: Predict the reactants needed to synthesize the given product. (1) Given the product [Br:1][C:2]1[CH:3]=[CH:4][C:5]([C:8]2[O:12][N:11]=[C:10]([CH3:13])[C:9]=2[CH2:14][C:15]([NH:26][CH:19]([C:20]2[CH:25]=[CH:24][CH:23]=[CH:22][CH:21]=2)[CH3:18])=[O:17])=[CH:6][CH:7]=1, predict the reactants needed to synthesize it. The reactants are: [Br:1][C:2]1[CH:7]=[CH:6][C:5]([C:8]2[O:12][N:11]=[C:10]([CH3:13])[C:9]=2[CH2:14][C:15]([OH:17])=O)=[CH:4][CH:3]=1.[CH3:18][CH:19]([NH2:26])[C:20]1[CH:25]=[CH:24][CH:23]=[CH:22][CH:21]=1.Cl.CN(C)CCCN=C=NCC.ON1C2C=CC=CC=2N=N1.C(N(CC)CC)C. (2) Given the product [Cl:1][C:2]1[CH:3]=[C:4]([NH:5][C:26]([C:15]2[N:16]=[N:17][N:18]([C:19]3[CH:20]=[N:21][C:22]([CH3:25])=[CH:23][CH:24]=3)[C:14]=2[CH3:13])=[O:27])[CH:6]=[CH:7][CH:8]=1, predict the reactants needed to synthesize it. The reactants are: [Cl:1][C:2]1[CH:3]=[C:4]([CH:6]=[CH:7][CH:8]=1)[NH2:5].C[Al](C)C.[CH3:13][C:14]1[N:18]([C:19]2[CH:20]=[N:21][C:22]([CH3:25])=[CH:23][CH:24]=2)[N:17]=[N:16][C:15]=1[C:26](OCC)=[O:27]. (3) Given the product [CH3:1][N:2]([CH3:29])[S:3]([N:6]1[CH:10]=[C:9]([C:11]2[C:20]3[C:15](=[CH:16][CH:17]=[CH:18][CH:19]=3)[C:14](=[O:21])[NH:13][CH:12]=2)[C:8]([C:23]2[CH:28]=[CH:27][CH:26]=[CH:25][N:24]=2)=[N:7]1)(=[O:4])=[O:5], predict the reactants needed to synthesize it. The reactants are: [CH3:1][N:2]([CH3:29])[S:3]([N:6]1[CH:10]=[C:9]([C:11]2[C:20]3[C:15](=[CH:16][CH:17]=[CH:18][CH:19]=3)[C:14]([O:21]C)=[N:13][CH:12]=2)[C:8]([C:23]2[CH:28]=[CH:27][CH:26]=[CH:25][N:24]=2)=[N:7]1)(=[O:5])=[O:4].BrC1C2C(=CC=CC=2)C(OC)=NC=1. (4) Given the product [OH:8][C:9]1[CH:10]=[CH:11][C:12]([CH2:15][C@H:16]([O:20][CH3:21])[C:17]([OH:19])=[O:18])=[CH:13][CH:14]=1, predict the reactants needed to synthesize it. The reactants are: [Si]([O:8][C:9]1[CH:14]=[CH:13][C:12]([CH2:15][C@H:16]([O:20][CH3:21])[C:17]([OH:19])=[O:18])=[CH:11][CH:10]=1)(C(C)(C)C)(C)C.[F-].C([N+](CCCC)(CCCC)CCCC)CCC. (5) Given the product [C:22]1([CH2:21][N:20]2[CH2:19][CH2:18][N:17]([CH2:10][C:11]3[CH:16]=[CH:15][CH:14]=[CH:13][CH:12]=3)[CH2:8][CH:2]2[C:3]([O:5][CH2:6][CH3:7])=[O:4])[CH:23]=[CH:24][CH:25]=[CH:26][CH:27]=1, predict the reactants needed to synthesize it. The reactants are: Br[CH:2]([CH2:8]Br)[C:3]([O:5][CH2:6][CH3:7])=[O:4].[CH2:10]([NH:17][CH2:18][CH2:19][NH:20][CH2:21][C:22]1[CH:27]=[CH:26][CH:25]=[CH:24][CH:23]=1)[C:11]1[CH:16]=[CH:15][CH:14]=[CH:13][CH:12]=1.C(N(CC)CC)C. (6) Given the product [CH2:2]([O:4][C:5]([C@@H:7]1[C@@H:11]([C:12](=[O:21])[NH:13][C:14]2[CH:15]=[CH:16][C:17]([Cl:20])=[CH:18][CH:19]=2)[CH2:10][N:9]([S:32]([CH3:31])(=[O:34])=[O:33])[CH2:8]1)=[O:6])[CH3:3], predict the reactants needed to synthesize it. The reactants are: Cl.[CH2:2]([O:4][C:5]([C@@H:7]1[C@@H:11]([C:12](=[O:21])[NH:13][C:14]2[CH:19]=[CH:18][C:17]([Cl:20])=[CH:16][CH:15]=2)[CH2:10][NH:9][CH2:8]1)=[O:6])[CH3:3].C(N(CC)C(C)C)(C)C.[CH3:31][S:32](Cl)(=[O:34])=[O:33]. (7) Given the product [F:22][C:23]1[CH:28]=[CH:27][C:26]([O:32][CH2:33][C:34]2[CH:39]=[CH:38][CH:37]=[C:36]([F:40])[CH:35]=2)=[C:25]([C:2]2[N:7]=[CH:6][N:5]=[C:4]([NH:8][C:9]3[CH:14]=[CH:13][CH:12]=[C:11]([CH2:15][S:16]([CH:19]([CH3:21])[CH3:20])(=[O:18])=[O:17])[CH:10]=3)[N:3]=2)[CH:24]=1, predict the reactants needed to synthesize it. The reactants are: Cl[C:2]1[N:7]=[CH:6][N:5]=[C:4]([NH:8][C:9]2[CH:14]=[CH:13][CH:12]=[C:11]([CH2:15][S:16]([CH:19]([CH3:21])[CH3:20])(=[O:18])=[O:17])[CH:10]=2)[N:3]=1.[F:22][C:23]1[CH:24]=[CH:25][C:26]([O:32][CH2:33][C:34]2[CH:39]=[CH:38][CH:37]=[C:36]([F:40])[CH:35]=2)=[C:27](B(O)O)[CH:28]=1.